Task: Predict the product of the given reaction.. Dataset: Forward reaction prediction with 1.9M reactions from USPTO patents (1976-2016) (1) Given the reactants [Cl:1][C:2]1[CH:7]=[CH:6][N:5]=[C:4]2[N:8](S(C3C=CC(C)=CC=3)(=O)=O)[C:9]([C:11]3[CH2:12][N:13]([C:16]([O:18][C:19]([CH3:22])([CH3:21])[CH3:20])=[O:17])[CH2:14][CH:15]=3)=[CH:10][C:3]=12.[OH-].[Na+], predict the reaction product. The product is: [Cl:1][C:2]1[CH:7]=[CH:6][N:5]=[C:4]2[NH:8][C:9]([C:11]3[CH2:12][N:13]([C:16]([O:18][C:19]([CH3:22])([CH3:21])[CH3:20])=[O:17])[CH2:14][CH:15]=3)=[CH:10][C:3]=12. (2) Given the reactants [Si:1]([O:8][C@H:9]1[CH2:13][C@H:12]([N:14]2[C:18]3[N:19]=[CH:20][N:21]=[C:22]([NH:23][C@@H:24]4[C:32]5[C:27](=[CH:28][CH:29]=[CH:30][CH:31]=5)[CH2:26][CH2:25]4)[C:17]=3[CH:16]=[CH:15]2)[CH2:11][C@H:10]1[CH2:33][OH:34])([C:4]([CH3:7])([CH3:6])[CH3:5])([CH3:3])[CH3:2].C[N+]1([O-])CCOCC1, predict the reaction product. The product is: [Si:1]([O:8][C@H:9]1[CH2:13][C@H:12]([N:14]2[C:18]3[N:19]=[CH:20][N:21]=[C:22]([NH:23][C@@H:24]4[C:32]5[C:27](=[CH:28][CH:29]=[CH:30][CH:31]=5)[CH2:26][CH2:25]4)[C:17]=3[CH:16]=[CH:15]2)[CH2:11][C@H:10]1[CH:33]=[O:34])([C:4]([CH3:7])([CH3:6])[CH3:5])([CH3:3])[CH3:2]. (3) Given the reactants [CH2:1]([N:5]1[C:10](=[O:11])[CH2:9][C:8](=[O:12])[N:7]([CH2:13][CH2:14][CH2:15][CH3:16])[C:6]1=[O:17])[CH2:2][CH2:3][CH3:4].C(N(C(C)C)CC)(C)C.[N:27]([CH2:30][C:31]([O:33]CC)=[O:32])=[C:28]=[O:29], predict the reaction product. The product is: [CH2:13]([N:7]1[C:8]([OH:12])=[C:9]([C:28]([NH:27][CH2:30][C:31]([OH:33])=[O:32])=[O:29])[C:10](=[O:11])[N:5]([CH2:1][CH2:2][CH2:3][CH3:4])[C:6]1=[O:17])[CH2:14][CH2:15][CH3:16]. (4) Given the reactants [P:1](Cl)([Cl:4])([Cl:3])=[O:2].[OH:6][C:7]1[CH:8]=[C:9]2[C:14](=[CH:15][CH:16]=1)[CH:13]=[C:12]([C@H:17]([CH3:22])[C:18]([O:20][CH3:21])=[O:19])[CH:11]=[CH:10]2.C(N(CC)CC)C, predict the reaction product. The product is: [Cl:3][P:1]([O:6][C:7]1[CH:8]=[C:9]2[C:14](=[CH:15][CH:16]=1)[CH:13]=[C:12]([C@H:17]([CH3:22])[C:18]([O:20][CH3:21])=[O:19])[CH:11]=[CH:10]2)([Cl:4])=[O:2]. (5) Given the reactants C([O-])(=O)C.[O:5]=[C:6]1[C@@H:9]([NH3+:10])[CH2:8][NH:7]1.CCN(C(C)C)C(C)C.[CH2:20]([O:28][C:29](N1C=CC=CC1=O)=[O:30])[CH2:21][C:22]1[CH:27]=[CH:26][CH:25]=[CH:24][CH:23]=1, predict the reaction product. The product is: [CH2:20]([O:28][C:29](=[O:30])[NH:10][C@H:9]1[CH2:8][NH:7][C:6]1=[O:5])[CH2:21][C:22]1[CH:27]=[CH:26][CH:25]=[CH:24][CH:23]=1. (6) Given the reactants P(Cl)(Cl)(OP(Cl)(Cl)=O)=O.[N+:10]([C:13]1[CH:21]=[CH:20][CH:19]=[C:18]2[C:14]=1[CH:15]=[CH:16][NH:17]2)([O-:12])=[O:11].[C:22]([O:26]N1CCCC1C)(=[O:25])[CH:23]=[O:24].[C:33]([O-])(O)=O.[Na+], predict the reaction product. The product is: [N+:10]([C:13]1[CH:21]=[CH:20][CH:19]=[C:18]2[C:14]=1[C:15]([C:23](=[O:24])[C:22]([O:26][CH3:33])=[O:25])=[CH:16][NH:17]2)([O-:12])=[O:11]. (7) Given the reactants [CH3:1][O:2][C:3]1[CH:24]=[CH:23][C:6]2[C:7](=O)[CH2:8][N:9]([S:12]([C:15]3[CH:20]=[CH:19][C:18]([CH3:21])=[CH:17][CH:16]=3)(=[O:14])=[O:13])[CH2:10][CH2:11][C:5]=2[CH:4]=1.C([SiH](CC)CC)C, predict the reaction product. The product is: [CH3:1][O:2][C:3]1[CH:24]=[CH:23][C:6]2[CH2:7][CH2:8][N:9]([S:12]([C:15]3[CH:16]=[CH:17][C:18]([CH3:21])=[CH:19][CH:20]=3)(=[O:13])=[O:14])[CH2:10][CH2:11][C:5]=2[CH:4]=1. (8) Given the reactants [F:1][C:2]1[C:3]([C:11]2[CH:16]=[CH:15][CH:14]=[CH:13][N:12]=2)=[C:4]([NH:9][CH3:10])[C:5]([NH2:8])=[CH:6][CH:7]=1.[NH:17]([C:23]([O:25][C:26]([CH3:29])([CH3:28])[CH3:27])=[O:24])[C@H:18]([C:20](O)=O)[CH3:19].C1C=NC2N(O)N=NC=2C=1.C(Cl)CCl, predict the reaction product. The product is: [C:26]([O:25][C:23](=[O:24])[NH:17][C@H:18]([C:20]1[N:9]([CH3:10])[C:4]2[C:3]([C:11]3[CH:16]=[CH:15][CH:14]=[CH:13][N:12]=3)=[C:2]([F:1])[CH:7]=[CH:6][C:5]=2[N:8]=1)[CH3:19])([CH3:29])([CH3:28])[CH3:27]. (9) Given the reactants [NH2:1][C@H:2]1[CH2:6][CH2:5][N:4]([C:7]2[C:12]([C:13]([O:15][CH:16]([CH3:18])[CH3:17])=[O:14])=[CH:11][CH:10]=[CH:9][N:8]=2)[CH2:3]1.[CH2:19]([C:21]1[CH:22]=[C:23]([CH:26]=[CH:27][CH:28]=1)[CH:24]=O)[CH3:20].[BH-](OC(C)=O)(OC(C)=O)OC(C)=O.[Na+].O, predict the reaction product. The product is: [CH2:19]([C:21]1[CH:22]=[C:23]([CH2:24][NH:1][C@H:2]2[CH2:6][CH2:5][N:4]([C:7]3[C:12]([C:13]([O:15][CH:16]([CH3:18])[CH3:17])=[O:14])=[CH:11][CH:10]=[CH:9][N:8]=3)[CH2:3]2)[CH:26]=[CH:27][CH:28]=1)[CH3:20].